From a dataset of Full USPTO retrosynthesis dataset with 1.9M reactions from patents (1976-2016). Predict the reactants needed to synthesize the given product. (1) Given the product [NH2:1][C@@H:2]([C:29]([O:31][CH2:32][C:33]1[CH:34]=[CH:35][CH:36]=[CH:37][CH:38]=1)=[O:30])[CH2:3][CH2:4][C:5]([NH:7][C@@H:8]([C:19]([O:21][CH2:22][C:23]1[CH:24]=[CH:25][CH:26]=[CH:27][CH:28]=1)=[O:20])[CH2:9][C:10]1[C:18]2[C:13](=[CH:14][CH:15]=[CH:16][CH:17]=2)[NH:12][CH:11]=1)=[O:6], predict the reactants needed to synthesize it. The reactants are: [NH:1](C(OC(C)(C)C)=O)[C@@H:2]([C:29]([O:31][CH2:32][C:33]1[CH:38]=[CH:37][CH:36]=[CH:35][CH:34]=1)=[O:30])[CH2:3][CH2:4][C:5]([NH:7][C@@H:8]([C:19]([O:21][CH2:22][C:23]1[CH:28]=[CH:27][CH:26]=[CH:25][CH:24]=1)=[O:20])[CH2:9][C:10]1[C:18]2[C:13](=[CH:14][CH:15]=[CH:16][CH:17]=2)[NH:12][CH:11]=1)=[O:6].Cl. (2) Given the product [Br:24][C:23]1[CH:22]=[CH:21][CH:20]=[C:16]2[C:15]=1[N:14]=[C:3]([C:2]([F:13])([F:1])[C:6]1[CH:11]=[CH:10][C:9]([F:12])=[CH:8][N:7]=1)[N:48]=[C:17]2[OH:18], predict the reactants needed to synthesize it. The reactants are: [F:1][C:2]([F:13])([C:6]1[CH:11]=[CH:10][C:9]([F:12])=[CH:8][N:7]=1)[C:3](O)=O.[NH2:14][C:15]1[C:23]([Br:24])=[CH:22][CH:21]=[CH:20][C:16]=1[C:17](O)=[O:18].P(OC1C=CC=CC=1)(OC1C=CC=CC=1)OC1C=CC=CC=1.Cl.[NH2:48]CCC(OCC)=O. (3) Given the product [NH2:1][C:4]1[CH:9]=[CH:8][C:7]([C:10]([F:12])([F:13])[F:11])=[CH:6][C:5]=1[NH:14][CH:15]1[CH2:20][CH2:19][N:18]([C:21]([O:23][CH2:24][CH3:25])=[O:22])[CH2:17][CH2:16]1, predict the reactants needed to synthesize it. The reactants are: [N+:1]([C:4]1[CH:9]=[CH:8][C:7]([C:10]([F:13])([F:12])[F:11])=[CH:6][C:5]=1[NH:14][CH:15]1[CH2:20][CH2:19][N:18]([C:21]([O:23][CH2:24][CH3:25])=[O:22])[CH2:17][CH2:16]1)([O-])=O. (4) Given the product [Cl:25][C:26]1[CH:27]=[C:28]([NH:29][C:13]([CH:14]2[C:15]3[C:16](=[CH:20][CH:21]=[CH:22][CH:23]=3)[C:17](=[O:19])[N:12]([CH2:11][CH2:10][O:9][CH3:8])[CH:6]2[C:2]2[S:1][CH:5]=[CH:4][CH:3]=2)=[O:24])[CH:30]=[CH:31][C:32]=1[Cl:33], predict the reactants needed to synthesize it. The reactants are: [S:1]1[CH:5]=[CH:4][CH:3]=[C:2]1[CH:6]=O.[CH3:8][O:9][CH2:10][CH2:11][NH2:12].[C:13]1(=[O:24])[O:19][C:17](=O)[C:16]2=[CH:20][CH:21]=[CH:22][CH:23]=[C:15]2[CH2:14]1.[Cl:25][C:26]1[CH:27]=[C:28]([CH:30]=[CH:31][C:32]=1[Cl:33])[NH2:29]. (5) Given the product [CH3:15][NH:16][C:17]1[N:22]=[C:21]([CH2:23][CH2:24][O:25][C:27]2[CH:28]=[C:29]3[C:33](=[CH:34][CH:35]=2)[NH:32][C:31]([CH2:36][CH2:37][C:38]([OH:40])=[O:39])=[CH:30]3)[CH:20]=[CH:19][CH:18]=1, predict the reactants needed to synthesize it. The reactants are: N(C(OC(C)C)=O)=NC(OC(C)C)=O.[CH3:15][NH:16][C:17]1[N:22]=[C:21]([CH2:23][CH2:24][OH:25])[CH:20]=[CH:19][CH:18]=1.O[C:27]1[CH:28]=[C:29]2[C:33](=[CH:34][CH:35]=1)[NH:32][C:31]([CH2:36][CH2:37][C:38]([O:40]C)=[O:39])=[CH:30]2.C1(P(C2C=CC=CC=2)C2C=CC=CC=2)C=CC=CC=1. (6) Given the product [F:11][C:10]([F:13])([F:12])[CH2:9][O:14][CH2:2][C:3]1([CH2:7][O:15][CH2:9][C:10]([F:13])([F:12])[F:11])[CH2:6][O:5][CH2:4]1, predict the reactants needed to synthesize it. The reactants are: Br[CH2:2][C:3]1([CH2:7]Br)[CH2:6][O:5][CH2:4]1.[CH2:9]([OH:14])[C:10]([F:13])([F:12])[F:11].[OH-:15].[K+]. (7) Given the product [CH3:1][O:2][C:3]1[C:11]([CH3:12])=[CH:10][C:6]([C:7]([NH2:9])=[O:8])=[C:5]([NH2:13])[CH:4]=1, predict the reactants needed to synthesize it. The reactants are: [CH3:1][O:2][C:3]1[C:11]([CH3:12])=[CH:10][C:6]([C:7]([NH2:9])=[O:8])=[C:5]([N+:13]([O-])=O)[CH:4]=1. (8) The reactants are: [CH3:1][N:2]1[CH2:7][CH2:6][N:5]([C:8]2[CH:9]=[CH:10][C:11]3[NH:16][C:15]([C:17]4[CH:18]=[CH:19][C:20]5[NH:25][C:24]([C:26]6[CH:27]=[CH:28][C:29]([OH:32])=[CH:30][CH:31]=6)=[N:23][C:21]=5[CH:22]=4)=[N:14][C:12]=3[CH:13]=2)[CH2:4][CH2:3]1.[OH-].[NH4+]. Given the product [CH3:1][N:2]1[CH2:7][CH2:6][N:5]([C:8]2[CH:9]=[CH:10][C:11]3[N:16]=[C:15]([C:17]4[CH:18]=[CH:19][C:20]5[NH:25][C:24]([NH:23][C:21]=5[CH:22]=4)=[C:26]4[CH:27]=[CH:28][C:29](=[O:32])[CH:30]=[CH:31]4)[NH:14][C:12]=3[CH:13]=2)[CH2:4][CH2:3]1, predict the reactants needed to synthesize it. (9) Given the product [O:13]=[C:14]([CH3:17])/[CH:15]=[N:1]/[CH:2]1[CH2:3][N:4]([C:6]([O:8][C:9]([CH3:12])([CH3:11])[CH3:10])=[O:7])[CH2:5]1, predict the reactants needed to synthesize it. The reactants are: [NH2:1][CH:2]1[CH2:5][N:4]([C:6]([O:8][C:9]([CH3:12])([CH3:11])[CH3:10])=[O:7])[CH2:3]1.[O:13]=[C:14]([CH3:17])[CH:15]=O. (10) Given the product [Cl:19][C:16]([F:18])([F:17])[O:15][C:12]1[CH:13]=[CH:14][C:9]([NH:8][C:6](=[O:7])[C:5]2[CH:20]=[C:21]([I:22])[C:2]([N:23]3[CH2:27][C@@H:26]([OH:28])[C@H:25]([OH:29])[CH2:24]3)=[N:3][CH:4]=2)=[CH:10][CH:11]=1, predict the reactants needed to synthesize it. The reactants are: Cl[C:2]1[C:21]([I:22])=[CH:20][C:5]([C:6]([NH:8][C:9]2[CH:14]=[CH:13][C:12]([O:15][C:16]([Cl:19])([F:18])[F:17])=[CH:11][CH:10]=2)=[O:7])=[CH:4][N:3]=1.[NH:23]1[CH2:27][C@@H:26]([OH:28])[C@H:25]([OH:29])[CH2:24]1.CCN(C(C)C)C(C)C.